This data is from Reaction yield outcomes from USPTO patents with 853,638 reactions. The task is: Predict the reaction yield, written as a fraction of the theoretical maximum amount of product (1.0 means a 100% yield; for example, 0.34 means a 34% yield). (1) The reactants are [NH2:1][C:2]1[C:3]([F:23])=[CH:4][C:5]([Cl:22])=[C:6]([C:8]2[C:9](=[O:21])[N:10]([CH2:19][CH3:20])[C:11]3[C:16]([CH:17]=2)=[CH:15][N:14]=[C:13](Cl)[CH:12]=3)[CH:7]=1.[CH3:24][O:25][C:26]1[CH:31]=[CH:30][C:29]([CH2:32][NH:33][CH3:34])=[CH:28][CH:27]=1. No catalyst specified. The product is [CH3:24][O:25][C:26]1[CH:31]=[CH:30][C:29]([CH2:32][N:33]([CH3:34])[C:13]2[CH:12]=[C:11]3[C:16]([CH:17]=[C:8]([C:6]4[CH:7]=[C:2]([NH2:1])[C:3]([F:23])=[CH:4][C:5]=4[Cl:22])[C:9](=[O:21])[N:10]3[CH2:19][CH3:20])=[CH:15][N:14]=2)=[CH:28][CH:27]=1. The yield is 0.730. (2) The reactants are [CH3:1][O:2][C:3]1[CH:8]=[CH:7][C:6]([C:9](=[O:16])[CH2:10][CH2:11][C:12]([O:14][CH3:15])=[O:13])=[CH:5][CH:4]=1.[CH2:17](O)[CH2:18][OH:19].CC1C=CC(S(O)(=O)=O)=CC=1. The catalyst is C1(C)C=CC=CC=1. The product is [CH3:1][O:2][C:3]1[CH:4]=[CH:5][C:6]([C:9]2([CH2:10][CH2:11][C:12]([O:14][CH3:15])=[O:13])[O:19][CH2:18][CH2:17][O:16]2)=[CH:7][CH:8]=1. The yield is 0.260.